Task: Predict the reaction yield, written as a fraction of the theoretical maximum amount of product (1.0 means a 100% yield; for example, 0.34 means a 34% yield).. Dataset: Reaction yield outcomes from USPTO patents with 853,638 reactions (1) The reactants are S(Cl)([Cl:3])=O.[CH:5]1([CH2:8][O:9][C:10]2[CH:32]=[CH:31][C:13]([C:14]([NH:16][C:17]3[C:26]([CH3:27])=[C:25]4[C:20]([CH:21]=[C:22]([CH:28](O)[CH3:29])[CH:23]=[N:24]4)=[CH:19][CH:18]=3)=[O:15])=[CH:12][CH:11]=2)[CH2:7][CH2:6]1. The catalyst is C(OCC)C. The product is [ClH:3].[Cl:3][CH:28]([C:22]1[CH:23]=[N:24][C:25]2[C:20]([CH:21]=1)=[CH:19][CH:18]=[C:17]([NH:16][C:14](=[O:15])[C:13]1[CH:31]=[CH:32][C:10]([O:9][CH2:8][CH:5]3[CH2:7][CH2:6]3)=[CH:11][CH:12]=1)[C:26]=2[CH3:27])[CH3:29]. The yield is 0.995. (2) The reactants are [CH2:1]([O:8][C:9](=[O:33])[C@@H:10]([NH:25]C(OC(C)(C)C)=O)[CH2:11][CH2:12][C:13]([C:15]1[CH:20]=[CH:19][C:18]([O:21][CH3:22])=[C:17]([O:23][CH3:24])[CH:16]=1)=O)[C:2]1[CH:7]=[CH:6][CH:5]=[CH:4][CH:3]=1.[C:34]([OH:40])([C:36]([F:39])([F:38])[F:37])=[O:35]. The catalyst is ClCCl. The product is [OH:40][C:34]([C:36]([F:39])([F:38])[F:37])=[O:35].[CH2:1]([O:8][C:9]([C@@H:10]1[CH2:11][CH2:12][C:13]([C:15]2[CH:20]=[CH:19][C:18]([O:21][CH3:22])=[C:17]([O:23][CH3:24])[CH:16]=2)=[N:25]1)=[O:33])[C:2]1[CH:7]=[CH:6][CH:5]=[CH:4][CH:3]=1. The yield is 0.910. (3) The reactants are Cl[C:2]1[N:12]=[CH:11][CH:10]=[CH:9][C:3]=1[C:4]([O:6][CH2:7][CH3:8])=[O:5].[CH3:13][O-:14].[Na+]. The catalyst is CO. The product is [CH2:7]([O:6][C:4](=[O:5])[C:3]1[CH:9]=[CH:10][CH:11]=[N:12][C:2]=1[O:14][CH3:13])[CH3:8]. The yield is 0.910. (4) The reactants are Br[C:2]1[CH:3]=[C:4]2[C:8](=[CH:9][CH:10]=1)[NH:7][C:6](=[O:11])[C:5]2([CH3:13])[CH3:12].[N+:14]([C:17]1[CH:18]=[C:19](B(O)O)[CH:20]=[CH:21][CH:22]=1)([O-:16])=[O:15].C(=O)([O-])[O-].[K+].[K+].[Cl-].[NH4+]. The catalyst is C(COC)OC.O.C1C=CC([P]([Pd]([P](C2C=CC=CC=2)(C2C=CC=CC=2)C2C=CC=CC=2)([P](C2C=CC=CC=2)(C2C=CC=CC=2)C2C=CC=CC=2)[P](C2C=CC=CC=2)(C2C=CC=CC=2)C2C=CC=CC=2)(C2C=CC=CC=2)C2C=CC=CC=2)=CC=1.CCOC(C)=O. The product is [CH3:12][C:5]1([CH3:13])[C:4]2[C:8](=[CH:9][CH:10]=[C:2]([C:21]3[CH:20]=[CH:19][CH:18]=[C:17]([N+:14]([O-:16])=[O:15])[CH:22]=3)[CH:3]=2)[NH:7][C:6]1=[O:11]. The yield is 0.670. (5) The reactants are [ClH:1].C(OCC)(=O)C.[CH2:8]([NH:11][C:12]1[N:13]=[C:14]([NH:22][C:23](=[O:29])[NH:24][C:25]([CH3:28])([CH3:27])[CH3:26])[C:15]2[S:20][CH:19]=[C:18]([CH3:21])[C:16]=2[N:17]=1)[CH:9]=[CH2:10]. The catalyst is C(OCC)(=O)C. The product is [ClH:1].[CH2:8]([NH:11][C:12]1[N:13]=[C:14]([NH:22][C:23](=[O:29])[NH:24][C:25]([CH3:28])([CH3:27])[CH3:26])[C:15]2[S:20][CH:19]=[C:18]([CH3:21])[C:16]=2[N:17]=1)[CH:9]=[CH2:10]. The yield is 0.903. (6) The reactants are [C:1]([N:4]1[CH2:7][CH:6]([C:8]2[CH:9]=[C:10]3[C:16]([C:17]([NH2:19])=[O:18])=[N:15][N:14]([C:20]4[CH:25]=[CH:24][CH:23]=[C:22](Br)[CH:21]=4)[C:11]3=[N:12][CH:13]=2)[CH2:5]1)(=[O:3])[CH3:2].CN(C=O)C.[C:32]([C@:34]1([OH:41])[CH2:38][CH2:37][N:36]([CH3:39])[C:35]1=[O:40])#[CH:33]. The catalyst is C(N(CC)CC)C.ClCCl.C1C=CC(P(C2C=CC=CC=2)C2C=CC=CC=2)=CC=1.C1C=CC(P(C2C=CC=CC=2)C2C=CC=CC=2)=CC=1.Cl[Pd]Cl.[Cu]I. The product is [C:1]([N:4]1[CH2:7][CH:6]([C:8]2[CH:9]=[C:10]3[C:16]([C:17]([NH2:19])=[O:18])=[N:15][N:14]([C:20]4[CH:25]=[CH:24][CH:23]=[C:22]([C:33]#[C:32][C@:34]5([OH:41])[CH2:38][CH2:37][N:36]([CH3:39])[C:35]5=[O:40])[CH:21]=4)[C:11]3=[N:12][CH:13]=2)[CH2:5]1)(=[O:3])[CH3:2]. The yield is 0.400. (7) The reactants are [OH-].[K+].[Cl:3][C:4]1[C:5]([N:10]2[C:14]([C:15]([O:17]CC)=[O:16])=[CH:13][C:12]([C:20]([F:23])([F:22])[F:21])=[N:11]2)=[N:6][CH:7]=[CH:8][CH:9]=1. The catalyst is O.C(O)C. The product is [Cl:3][C:4]1[C:5]([N:10]2[C:14]([C:15]([OH:17])=[O:16])=[CH:13][C:12]([C:20]([F:23])([F:21])[F:22])=[N:11]2)=[N:6][CH:7]=[CH:8][CH:9]=1. The yield is 0.930.